Dataset: Full USPTO retrosynthesis dataset with 1.9M reactions from patents (1976-2016). Task: Predict the reactants needed to synthesize the given product. (1) Given the product [F:1][C:2]1[CH:3]=[C:4]([S:9]([C:12]2[CH:19]=[C:16]3[C:15](=[CH:14][CH:13]=2)[NH:20][N:18]=[C:17]3[NH2:24])(=[O:11])=[O:10])[CH:5]=[C:6]([F:8])[CH:7]=1, predict the reactants needed to synthesize it. The reactants are: [F:1][C:2]1[CH:3]=[C:4]([S:9]([C:12]2[CH:13]=[CH:14][C:15]([N+:20]([O-])=O)=[C:16]([CH:19]=2)[C:17]#[N:18])(=[O:11])=[O:10])[CH:5]=[C:6]([F:8])[CH:7]=1.O.[NH2:24]N. (2) The reactants are: [N:1]([C:4]1[CH:5]=[C:6]([CH2:12][CH:13]([O:19][CH2:20][CH2:21]C)[C:14]([O:16]CC)=[O:15])[CH:7]=[CH:8][C:9]=1[O:10][CH3:11])=[C:2]=[O:3].[Cl:23][C:24]1[CH:31]=[C:30]([Cl:32])[CH:29]=[CH:28][C:25]=1[CH2:26][OH:27].N1C=CC=C[CH:34]=1. Given the product [Cl:23][C:24]1[CH:31]=[C:30]([Cl:32])[CH:29]=[CH:28][C:25]=1[CH2:26][O:27][C:2]([NH:1][C:4]1[CH:5]=[C:6]([CH2:12][CH:13]([O:19][CH:20]([CH3:21])[CH3:34])[C:14]([OH:16])=[O:15])[CH:7]=[CH:8][C:9]=1[O:10][CH3:11])=[O:3], predict the reactants needed to synthesize it. (3) Given the product [Br:8][C:6]1[CH:7]=[C:2]([NH:11][C:12]2[N:17]=[CH:16][C:15]([N:18]3[CH2:19][CH:20]4[CH2:25][N:24]([C:26]([O:28][C:29]([CH3:32])([CH3:31])[CH3:30])=[O:27])[CH2:23][CH:21]4[CH2:22]3)=[CH:14][CH:13]=2)[C:3](=[O:10])[N:4]([CH3:9])[CH:5]=1, predict the reactants needed to synthesize it. The reactants are: Br[C:2]1[C:3](=[O:10])[N:4]([CH3:9])[CH:5]=[C:6]([Br:8])[CH:7]=1.[NH2:11][C:12]1[N:17]=[CH:16][C:15]([N:18]2[CH2:22][CH:21]3[CH2:23][N:24]([C:26]([O:28][C:29]([CH3:32])([CH3:31])[CH3:30])=[O:27])[CH2:25][CH:20]3[CH2:19]2)=[CH:14][CH:13]=1. (4) Given the product [CH3:1][C:2]1[CH:7]=[C:6]([CH3:8])[N:5]=[CH:4][C:3]=1[CH2:9][NH:10][C:11]1[N:19]=[C:18]([F:20])[N:17]=[C:16]2[C:12]=1[N:13]=[CH:14][N:15]2[CH:28]([CH3:30])[CH3:29], predict the reactants needed to synthesize it. The reactants are: [CH3:1][C:2]1[CH:7]=[C:6]([CH3:8])[N:5]=[CH:4][C:3]=1[CH2:9][NH:10][C:11]1[N:19]=[C:18]([F:20])[N:17]=[C:16]2[C:12]=1[N:13]=[CH:14][NH:15]2.C([O-])([O-])=O.[K+].[K+].Br[CH:28]([CH3:30])[CH3:29].C(Cl)(Cl)Cl. (5) The reactants are: [N:1]1[CH:6]=[CH:5][CH:4]=[C:3]([C:7]2[CH:8]=[C:9]([CH:11]=[CH:12][CH:13]=2)[NH2:10])[CH:2]=1.N1C=CC=CC=1.[C:20]1([C:33](Cl)=[O:34])[C:32]2[CH2:31][C:30]3[C:25](=[CH:26][CH:27]=[CH:28][CH:29]=3)[C:24]=2[CH:23]=[CH:22][CH:21]=1. Given the product [N:1]1[CH:6]=[CH:5][CH:4]=[C:3]([C:7]2[CH:8]=[C:9]([NH:10][C:33]([C:20]3[C:32]4[CH2:31][C:30]5[C:25](=[CH:26][CH:27]=[CH:28][CH:29]=5)[C:24]=4[CH:23]=[CH:22][CH:21]=3)=[O:34])[CH:11]=[CH:12][CH:13]=2)[CH:2]=1, predict the reactants needed to synthesize it. (6) Given the product [Cl:1][C:2]1[CH:7]=[CH:6][C:5]([C:8]2[C:12]3[CH2:13][N:14]([S:17]([CH3:20])(=[O:19])=[O:18])[CH2:15][CH2:16][C:11]=3[N:10]([CH2:21][CH2:22][CH2:23][N:24]3[CH2:29][CH2:28][O:27][CH2:26][C@@H:25]3[CH3:30])[N:9]=2)=[CH:4][C:3]=1[C:31]#[C:32][C:33]1[CH:42]=[C:41]2[C:36]([CH2:37][CH2:38][N:39]([CH:44]([CH3:46])[CH3:43])[CH2:40]2)=[CH:35][CH:34]=1, predict the reactants needed to synthesize it. The reactants are: [Cl:1][C:2]1[CH:7]=[CH:6][C:5]([C:8]2[C:12]3[CH2:13][N:14]([S:17]([CH3:20])(=[O:19])=[O:18])[CH2:15][CH2:16][C:11]=3[N:10]([CH2:21][CH2:22][CH2:23][N:24]3[CH2:29][CH2:28][O:27][CH2:26][C@@H:25]3[CH3:30])[N:9]=2)=[CH:4][C:3]=1[C:31]#[C:32][C:33]1[CH:42]=[C:41]2[C:36]([CH2:37][CH2:38][NH:39][CH2:40]2)=[CH:35][CH:34]=1.[CH3:43][C:44]([CH3:46])=O.C(O[BH-](OC(=O)C)OC(=O)C)(=O)C.[Na+]. (7) The reactants are: [CH2:1]1[O:5][C:4]2[CH:6]=[C:7]([OH:10])[CH:8]=[CH:9][C:3]=2[O:2]1.[H-].[Na+:12]. Given the product [CH2:1]1[O:2][C:3]2[CH:9]=[CH:8][C:7]([O-:10])=[CH:6][C:4]=2[O:5]1.[Na+:12], predict the reactants needed to synthesize it.